This data is from Forward reaction prediction with 1.9M reactions from USPTO patents (1976-2016). The task is: Predict the product of the given reaction. (1) The product is: [CH3:25][O:26][C:27]1[CH:28]=[C:29]([S:35]([NH:1][C:2]2[CH:3]=[CH:4][C:5]([O:6][CH2:7][CH2:8][CH2:9][NH:10][C:11](=[O:22])[CH2:12][O:13][CH2:14][C:15]3[CH:20]=[CH:19][C:18]([F:21])=[CH:17][CH:16]=3)=[CH:23][CH:24]=2)(=[O:36])=[O:37])[CH:30]=[CH:31][C:32]=1[O:33][CH3:34]. Given the reactants [NH2:1][C:2]1[CH:24]=[CH:23][C:5]([O:6][CH2:7][CH2:8][CH2:9][NH:10][C:11](=[O:22])[CH2:12][O:13][CH2:14][C:15]2[CH:20]=[CH:19][C:18]([F:21])=[CH:17][CH:16]=2)=[CH:4][CH:3]=1.[CH3:25][O:26][C:27]1[CH:28]=[C:29]([S:35](Cl)(=[O:37])=[O:36])[CH:30]=[CH:31][C:32]=1[O:33][CH3:34], predict the reaction product. (2) Given the reactants [CH3:1][C:2]1[C:3]([CH:8]2[CH2:13][CH2:12][CH2:11][CH:10]([C:14]3[C:19]([CH3:20])=[CH:18][CH:17]=[CH:16][N:15]=3)[N:9]2[CH2:21][C:22]2[CH:27]=[CH:26][CH:25]=[CH:24][C:23]=2[N+:28]([O-])=O)=[N:4][CH:5]=[CH:6][CH:7]=1, predict the reaction product. The product is: [CH3:20][C:19]1[C:14]([CH:10]2[CH2:11][CH2:12][CH2:13][CH:8]([C:3]3[C:2]([CH3:1])=[CH:7][CH:6]=[CH:5][N:4]=3)[N:9]2[CH2:21][C:22]2[CH:27]=[CH:26][CH:25]=[CH:24][C:23]=2[NH2:28])=[N:15][CH:16]=[CH:17][CH:18]=1. (3) Given the reactants C1(N(CCO)C(C2C(OCC3C=CC=CC=3)=C(O)N=C(CC3(C4C=CC=CC=4)CCCC3)N=2)=O)CC1.[Si]([O:44][CH2:45][CH2:46][N:47]([CH2:77][C:78]1[CH:83]=[CH:82][C:81]([F:84])=[CH:80][CH:79]=1)[C:48]([C:50]1[C:55]([O:56][CH2:57][C:58]2[CH:63]=[CH:62][CH:61]=[CH:60][CH:59]=2)=[C:54]([OH:64])[N:53]=[C:52]([CH2:65][C:66]2([C:71]3[CH:76]=[CH:75][CH:74]=[CH:73][CH:72]=3)[CH2:70][CH2:69][CH2:68][CH2:67]2)[N:51]=1)=[O:49])(C(C)(C)C)(C)C, predict the reaction product. The product is: [F:84][C:81]1[CH:82]=[CH:83][C:78]([CH2:77][N:47]([CH2:46][CH2:45][OH:44])[C:48]([C:50]2[C:55]([O:56][CH2:57][C:58]3[CH:63]=[CH:62][CH:61]=[CH:60][CH:59]=3)=[C:54]([OH:64])[N:53]=[C:52]([CH2:65][C:66]3([C:71]4[CH:76]=[CH:75][CH:74]=[CH:73][CH:72]=4)[CH2:67][CH2:68][CH2:69][CH2:70]3)[N:51]=2)=[O:49])=[CH:79][CH:80]=1. (4) Given the reactants [OH:1][CH2:2][CH:3]1[NH:8][CH2:7][CH2:6][N:5]([C:9]([O:11][C:12]([CH3:15])([CH3:14])[CH3:13])=[O:10])[CH2:4]1.[N:16]([C:19]1[CH:29]=[CH:28][CH:27]=[CH:26][C:20]=1[C:21]([O:23][CH2:24][CH3:25])=[O:22])=[C:17]=[O:18], predict the reaction product. The product is: [CH2:24]([O:23][C:21]([C:20]1[CH:26]=[CH:27][CH:28]=[CH:29][C:19]=1[NH:16][C:17]([N:8]1[CH2:7][CH2:6][N:5]([C:9]([O:11][C:12]([CH3:15])([CH3:14])[CH3:13])=[O:10])[CH2:4][CH:3]1[CH2:2][OH:1])=[O:18])=[O:22])[CH3:25]. (5) Given the reactants [CH3:1][O:2][C:3](=[O:12])[C:4]1[CH:9]=[CH:8][C:7]([OH:10])=[CH:6][C:5]=1[F:11].Cl.Cl[CH2:15][C:16]1[CH:21]=[CH:20][CH:19]=[C:18]([CH3:22])[N:17]=1, predict the reaction product. The product is: [CH3:1][O:2][C:3](=[O:12])[C:4]1[CH:9]=[CH:8][C:7]([O:10][CH2:15][C:16]2[CH:21]=[CH:20][CH:19]=[C:18]([CH3:22])[N:17]=2)=[CH:6][C:5]=1[F:11]. (6) Given the reactants [F:1][C:2]1[CH:39]=[C:38]([F:40])[CH:37]=[CH:36][C:3]=1[O:4][C:5]1[C:13]2[N:12]=[CH:11][N:10]([CH3:14])[C:9]=2[C:8]([CH:15]=C)=[CH:7][C:6]=1[C:17]1[C:18]2[CH:27]=[N:26][N:25]([CH2:28][O:29][CH2:30][CH2:31][Si:32]([CH3:35])([CH3:34])[CH3:33])[C:19]=2[C:20](=[O:24])[N:21]([CH3:23])[CH:22]=1.I([O-])(=O)(=O)=[O:42].[Na+], predict the reaction product. The product is: [F:1][C:2]1[CH:39]=[C:38]([F:40])[CH:37]=[CH:36][C:3]=1[O:4][C:5]1[C:13]2[N:12]=[CH:11][N:10]([CH3:14])[C:9]=2[C:8]([CH:15]=[O:42])=[CH:7][C:6]=1[C:17]1[C:18]2[CH:27]=[N:26][N:25]([CH2:28][O:29][CH2:30][CH2:31][Si:32]([CH3:35])([CH3:33])[CH3:34])[C:19]=2[C:20](=[O:24])[N:21]([CH3:23])[CH:22]=1. (7) Given the reactants [Br:1][CH:2]([CH2:15][CH3:16])[C:3]([C:5]1[C:14]2[C:9](=[CH:10][CH:11]=[CH:12][CH:13]=2)[CH:8]=[CH:7][CH:6]=1)=O.[NH:17]1[CH2:21][CH2:20][NH:19][C:18]1=[S:22].CCO, predict the reaction product. The product is: [BrH:1].[CH2:15]([C:2]1[S:22][C:18]2=[N:17][CH2:21][CH2:20][N:19]2[C:3]=1[C:5]1[C:14]2[C:9](=[CH:10][CH:11]=[CH:12][CH:13]=2)[CH:8]=[CH:7][CH:6]=1)[CH3:16]. (8) Given the reactants [C:1]([C:4]12[CH2:11][CH2:10][C:7]([NH:12][CH2:13][C:14]([N:16]3[CH2:20][C@@H:19]([F:21])[CH2:18][C@H:17]3[C:22]#[N:23])=[O:15])([CH2:8][CH2:9]1)[CH2:6][CH2:5]2)(O)=[O:2].[CH2:24]([NH2:27])[CH:25]=[CH2:26], predict the reaction product. The product is: [F:21][C@@H:19]1[CH2:20][N:16]([C:14](=[O:15])[CH2:13][NH:12][C:7]23[CH2:10][CH2:11][C:4]([C:1]([NH:27][CH2:24][CH:25]=[CH2:26])=[O:2])([CH2:9][CH2:8]2)[CH2:5][CH2:6]3)[C@H:17]([C:22]#[N:23])[CH2:18]1.